From a dataset of Full USPTO retrosynthesis dataset with 1.9M reactions from patents (1976-2016). Predict the reactants needed to synthesize the given product. (1) The reactants are: [OH:1][CH:2]([C:4]1[CH:12]=[CH:11][C:7]([C:8]([O-:10])=[O:9])=[CH:6][CH:5]=1)[CH3:3].[C:13]1(P(C2C=CC=CC=2)C2C=CC=CC=2)C=CC=CC=1.[C:32]1([CH3:39])[C:37](O)=[CH:36][CH:35]=[CH:34][CH:33]=1.CC(OC(/N=N/C(OC(C)C)=O)=O)C. Given the product [C:32]1([CH3:39])[CH:37]=[CH:36][CH:35]=[CH:34][C:33]=1[O:1][CH:2]([C:4]1[CH:12]=[CH:11][C:7]([C:8]([O:10][CH3:13])=[O:9])=[CH:6][CH:5]=1)[CH3:3], predict the reactants needed to synthesize it. (2) Given the product [N+:13]([C:10]1[CH:11]=[CH:12][C:7]([NH:1][CH2:2][C:3]([OH:5])=[O:4])=[CH:8][CH:9]=1)([O-:15])=[O:14], predict the reactants needed to synthesize it. The reactants are: [NH2:1][CH2:2][C:3]([OH:5])=[O:4].F[C:7]1[CH:12]=[CH:11][C:10]([N+:13]([O-:15])=[O:14])=[CH:9][CH:8]=1.C(=O)(O)[O-].[Na+]. (3) Given the product [CH2:35]([NH:34][C:21]([C:19]1[CH:18]=[CH:17][C:14]2[N:15]([CH3:16])[C:11]([NH:10][C:8]3[S:9][C:5]4[CH:4]=[C:3]([F:25])[C:2]([F:1])=[CH:24][C:6]=4[N:7]=3)=[N:12][C:13]=2[CH:20]=1)=[O:22])[CH3:36], predict the reactants needed to synthesize it. The reactants are: [F:1][C:2]1[C:3]([F:25])=[CH:4][C:5]2[S:9][C:8]([NH:10][C:11]3[N:15]([CH3:16])[C:14]4[CH:17]=[CH:18][C:19]([C:21](O)=[O:22])=[CH:20][C:13]=4[N:12]=3)=[N:7][C:6]=2[CH:24]=1.CN(C(O[N:34]1N=N[C:36]2C=CC=C[C:35]1=2)=[N+](C)C)C.F[P-](F)(F)(F)(F)F.CCN(C(C)C)C(C)C. (4) Given the product [CH:11]([O:14][C:15]1[CH:21]=[CH:20][C:18]([NH:19][C:2]2[N:3]=[CH:4][C:5]3[CH:10]=[CH:9][NH:8][C:6]=3[N:7]=2)=[CH:17][CH:16]=1)([CH3:13])[CH3:12], predict the reactants needed to synthesize it. The reactants are: Cl[C:2]1[N:3]=[CH:4][C:5]2[CH:10]=[CH:9][NH:8][C:6]=2[N:7]=1.[CH:11]([O:14][C:15]1[CH:21]=[CH:20][C:18]([NH2:19])=[CH:17][CH:16]=1)([CH3:13])[CH3:12].Cl. (5) The reactants are: [Cl:1][C:2]1[CH:7]=[C:6]([N+:8]([O-:10])=[O:9])[CH:5]=[C:4]([Cl:11])[C:3]=1F.[NH:13]1[CH:17]=[CH:16][CH:15]=[N:14]1.C(=O)([O-])[O-].[K+].[K+]. Given the product [Cl:1][C:2]1[CH:7]=[C:6]([N+:8]([O-:10])=[O:9])[CH:5]=[C:4]([Cl:11])[C:3]=1[N:13]1[CH:17]=[CH:16][CH:15]=[N:14]1, predict the reactants needed to synthesize it. (6) Given the product [CH3:2][C:3]([CH3:35])([CH2:33][CH3:34])[CH2:4][C:5]1[N:6]=[C:7]([CH:16]([OH:31])[CH2:17][C:18]2[CH:23]=[CH:22][C:21]([C:24]3[CH:29]=[CH:28][C:27]([F:30])=[CH:26][N:25]=3)=[CH:20][CH:19]=2)[NH:8][CH:9]=1, predict the reactants needed to synthesize it. The reactants are: Cl.[CH3:2][C:3]([CH3:35])([CH2:33][CH3:34])[CH2:4][C:5]1[N:6]=[C:7]([CH:16]([O:31]C)[CH2:17][C:18]2[CH:23]=[CH:22][C:21]([C:24]3[CH:29]=[CH:28][C:27]([F:30])=[CH:26][N:25]=3)=[CH:20][CH:19]=2)[N:8](S(N(C)C)(=O)=O)[CH:9]=1. (7) Given the product [NH2:43][C:17]1[N:16]=[CH:15][C:14]([C:3]2[CH:4]=[CH:5][C:6]([C:8]3[CH:9]=[N:10][N:11]([CH3:13])[CH:12]=3)=[CH:7][C:2]=2[F:1])=[C:23]2[C:18]=1[CH:19]=[CH:20][C:21]([C:24]([NH:25][CH3:26])=[O:27])=[N:22]2, predict the reactants needed to synthesize it. The reactants are: [F:1][C:2]1[CH:7]=[C:6]([C:8]2[CH:9]=[N:10][N:11]([CH3:13])[CH:12]=2)[CH:5]=[CH:4][C:3]=1[C:14]1[CH:15]=[N+:16]([O-])[CH:17]=[C:18]2[C:23]=1[N:22]=[C:21]([C:24](=[O:27])[NH:25][CH3:26])[CH:20]=[CH:19]2.C1(C)C=CC(S(Cl)(=O)=O)=CC=1.C(C[NH2:43])O.O. (8) The reactants are: Cl[C:2]1[N:3]=[C:4]([NH:21][C:22]2[CH:30]=[CH:29][CH:28]=[C:27]([F:31])[C:23]=2[C:24](N)=[O:25])[C:5]2[CH:10]=[CH:9][N:8]([S:11]([C:14]3[CH:19]=[CH:18][C:17]([CH3:20])=[CH:16][CH:15]=3)(=[O:13])=[O:12])[C:6]=2[N:7]=1.[CH3:32][CH:33]([N:35]1[CH2:40][CH2:39][N:38]([C:41]2[CH:46]=[CH:45][C:44]([NH2:47])=[C:43]([O:48][CH3:49])[CH:42]=2)[CH2:37][CH2:36]1)[CH3:34].[I-].[K+].Cl. Given the product [F:31][C:27]1[CH:28]=[CH:29][CH:30]=[C:22]2[C:23]=1[C:24](=[O:25])[N:3]1[C:2]([NH:47][C:44]3[CH:45]=[CH:46][C:41]([N:38]4[CH2:39][CH2:40][N:35]([CH:33]([CH3:32])[CH3:34])[CH2:36][CH2:37]4)=[CH:42][C:43]=3[O:48][CH3:49])=[N:7][C:6]3[N:8]([S:11]([C:14]4[CH:19]=[CH:18][C:17]([CH3:20])=[CH:16][CH:15]=4)(=[O:13])=[O:12])[CH:9]=[CH:10][C:5]=3[C:4]1=[N:21]2, predict the reactants needed to synthesize it. (9) Given the product [C:26]1([S:25]([CH:14]([C:12]2[O:13][C:9]([Br:8])=[CH:10][CH:11]=2)[CH2:15][NH:16][C:17]([C:19]2[CH:24]=[CH:23][CH:22]=[CH:21][N:20]=2)=[O:18])=[O:7])[CH:27]=[CH:28][CH:29]=[CH:30][CH:31]=1, predict the reactants needed to synthesize it. The reactants are: I([O-])(=O)(=O)=O.[Na+].[OH2:7].[Br:8][C:9]1[O:13][C:12]([CH:14]([S:25][C:26]2[CH:31]=[CH:30][CH:29]=[CH:28][CH:27]=2)[CH2:15][NH:16][C:17]([C:19]2[CH:24]=[CH:23][CH:22]=[CH:21][N:20]=2)=[O:18])=[CH:11][CH:10]=1.